This data is from Reaction yield outcomes from USPTO patents with 853,638 reactions. The task is: Predict the reaction yield, written as a fraction of the theoretical maximum amount of product (1.0 means a 100% yield; for example, 0.34 means a 34% yield). (1) The reactants are [NH2:1][C:2]1[CH:10]=[C:9]2[C:5]([CH:6]=[C:7]([C:11]([O:13][CH2:14][CH3:15])=[O:12])[NH:8]2)=[CH:4][C:3]=1[O:16][CH3:17].[CH3:18][S:19](Cl)(=[O:21])=[O:20]. The catalyst is N1C=CC=CC=1. The product is [CH3:17][O:16][C:3]1[CH:4]=[C:5]2[C:9](=[CH:10][C:2]=1[NH:1][S:19]([CH3:18])(=[O:21])=[O:20])[NH:8][C:7]([C:11]([O:13][CH2:14][CH3:15])=[O:12])=[CH:6]2. The yield is 0.970. (2) The reactants are [C:12]([O:11][C:9](O[C:9]([O:11][C:12]([CH3:15])([CH3:14])[CH3:13])=[O:10])=[O:10])([CH3:15])([CH3:14])[CH3:13].[NH2:16][CH:17]([C:19]1[C:20]([O:41][CH2:42][CH3:43])=[C:21]([CH:27]2[CH2:30][N:29]([C:31]([O:33][CH2:34][C:35]3[CH:40]=[CH:39][CH:38]=[CH:37][CH:36]=3)=[O:32])[CH2:28]2)[C:22]([CH3:26])=[C:23]([Cl:25])[CH:24]=1)[CH3:18].CCN(C(C)C)C(C)C. The catalyst is C1COCC1. The product is [C:12]([O:11][C:9]([NH:16][CH:17]([C:19]1[C:20]([O:41][CH2:42][CH3:43])=[C:21]([CH:27]2[CH2:30][N:29]([C:31]([O:33][CH2:34][C:35]3[CH:40]=[CH:39][CH:38]=[CH:37][CH:36]=3)=[O:32])[CH2:28]2)[C:22]([CH3:26])=[C:23]([Cl:25])[CH:24]=1)[CH3:18])=[O:10])([CH3:13])([CH3:14])[CH3:15]. The yield is 0.560. (3) The reactants are I[C:2]1[CH:7]=[CH:6][CH:5]=[CH:4][C:3]=1OC.[CH2:10]([CH:14]1[CH2:19][CH2:18][N:17]([CH2:20][CH2:21][CH2:22]C#N)[CH2:16][CH2:15]1)[CH2:11][CH2:12][CH3:13].S(=O)(=O)(O)O.[OH-].[Na+].CC[O:34][CH2:35][CH3:36]. The catalyst is C(Cl)Cl.CO.C1COCC1. The product is [CH2:10]([CH:14]1[CH2:19][CH2:18][N:17]([CH2:20][CH2:21][CH2:22][C:35]([C:36]2[CH:2]=[CH:7][CH:6]=[CH:5][C:4]=2[CH3:3])=[O:34])[CH2:16][CH2:15]1)[CH2:11][CH2:12][CH3:13]. The yield is 0.260. (4) The reactants are Br[C:2]1[CH:3]=[CH:4][C:5]([N+:8]([O-:10])=[O:9])=[N:6][CH:7]=1.C(=O)([O-])[O-].[Cs+].[Cs+].[Cl:17][C:18]1[CH:23]=[C:22]([OH:24])[CH:21]=[CH:20][N:19]=1. The catalyst is CN(C=O)C.C(OCC)(=O)C. The product is [Cl:17][C:18]1[CH:23]=[C:22]([O:24][C:2]2[CH:7]=[N:6][C:5]([N+:8]([O-:10])=[O:9])=[CH:4][CH:3]=2)[CH:21]=[CH:20][N:19]=1. The yield is 0.440. (5) The reactants are C(N1C=CN=C1)(N1C=CN=C1)=O.[CH3:13][O:14][C:15]1[CH:16]=[C:17]2[C:21](=[CH:22][CH:23]=1)[NH:20][CH:19]=[C:18]2[CH2:24][C:25]([OH:27])=O.C1COCC1.[N+:33]([C:36]1[CH:41]=[CH:40][C:39]([N:42]2[CH2:47][CH2:46][NH:45][CH2:44][CH2:43]2)=[CH:38][CH:37]=1)([O-:35])=[O:34]. The catalyst is CN(C=O)C. The product is [CH3:13][O:14][C:15]1[CH:16]=[C:17]2[C:21](=[CH:22][CH:23]=1)[NH:20][CH:19]=[C:18]2[CH2:24][C:25]([N:45]1[CH2:46][CH2:47][N:42]([C:39]2[CH:38]=[CH:37][C:36]([N+:33]([O-:35])=[O:34])=[CH:41][CH:40]=2)[CH2:43][CH2:44]1)=[O:27]. The yield is 0.910.